Dataset: Reaction yield outcomes from USPTO patents with 853,638 reactions. Task: Predict the reaction yield, written as a fraction of the theoretical maximum amount of product (1.0 means a 100% yield; for example, 0.34 means a 34% yield). (1) The reactants are [C:1]([O:5][C:6]([NH:8][C@@H:9]([CH2:13][NH:14][S:15]([C:18]1[CH:23]=[CH:22][CH:21]=[CH:20][C:19]=1[N+:24]([O-:26])=[O:25])(=[O:17])=[O:16])[C:10](O)=[O:11])=[O:7])([CH3:4])([CH3:3])[CH3:2].C1C=CC2N(O)N=NC=2C=1.CCN=C=NCCCN(C)C.Cl.[CH2:49]([O:51][C:52](=[O:56])[CH2:53][NH:54][CH3:55])[CH3:50]. The catalyst is CN(C=O)C.C(Cl)(Cl)Cl. The product is [CH2:49]([O:51][C:52](=[O:56])[CH2:53][N:54]([C:10](=[O:11])[C@@H:9]([NH:8][C:6]([O:5][C:1]([CH3:3])([CH3:2])[CH3:4])=[O:7])[CH2:13][NH:14][S:15]([C:18]1[CH:23]=[CH:22][CH:21]=[CH:20][C:19]=1[N+:24]([O-:26])=[O:25])(=[O:16])=[O:17])[CH3:55])[CH3:50]. The yield is 0.910. (2) The reactants are [CH:1]([C:3]1[C:12]2[C:7](=[CH:8][CH:9]=[CH:10][CH:11]=2)[C:6]([CH2:13][N:14]2[C:22](=[O:23])[C:21]3[C:16](=[CH:17][CH:18]=[CH:19][CH:20]=3)[C:15]2=[O:24])=[CH:5][CH:4]=1)=[CH2:2].Br[CH:26]([C:31]1[CH:36]=[C:35]([Cl:37])[C:34]([Cl:38])=[C:33]([Cl:39])[CH:32]=1)[C:27]([F:30])([F:29])[F:28].N1C=CC=CC=1C1C=CC=CN=1. The catalyst is ClC1C=CC=CC=1Cl.Cl[Cu]. The product is [F:30][C:27]([F:28])([F:29])[CH:26]([C:31]1[CH:32]=[C:33]([Cl:39])[C:34]([Cl:38])=[C:35]([Cl:37])[CH:36]=1)/[CH:2]=[CH:1]/[C:3]1[C:12]2[C:7](=[CH:8][CH:9]=[CH:10][CH:11]=2)[C:6]([CH2:13][N:14]2[C:22](=[O:23])[C:21]3[C:16](=[CH:17][CH:18]=[CH:19][CH:20]=3)[C:15]2=[O:24])=[CH:5][CH:4]=1. The yield is 0.560. (3) The reactants are ClC(Cl)(Cl)C#N.C1CCN2C(=NCCC2)CC1.C(C1C=CC(CC2C=CC(NC(=O)OCC3C=CC=CC=3)=CC=2O)=CC=1)C.C([O:53][C@@H:54]1[C@@H:86]([O:87]C(=O)C2C=CC=CC=2)[CH2:85][C@@H:84]([CH2:96][O:97]C(=O)C2C=CC=CC=2)[O:83][C@H:55]1[O:56][C:57]1[CH:62]=[C:61]([NH:63]C(OCC2C=CC=CC=2)=O)[CH:60]=[CH:59][C:58]=1[CH2:74][C:75]1[CH:80]=[CH:79][C:78]([CH2:81][CH3:82])=[CH:77][CH:76]=1)(=O)C1C=CC=CC=1.C(O[C@@H]1[C@@H](OC(=O)C2C=CC=CC=2)C[C@@H](COC(=O)C2C=CC=CC=2)O[C@H]1OC1C=C(N)C=CC=1CC1C=CC(CC)=CC=1)(=O)C1C=CC=CC=1.C(=O)([O-])[O-].[K+].[K+]. The catalyst is [Pd].CO.C(Cl)Cl.O1CCCC1. The product is [O:56]([C:57]1[CH:62]=[C:61]([NH2:63])[CH:60]=[CH:59][C:58]=1[CH2:74][C:75]1[CH:76]=[CH:77][C:78]([CH2:81][CH3:82])=[CH:79][CH:80]=1)[C@@H:55]1[O:83][C@H:84]([CH2:96][OH:97])[CH2:85][C@H:86]([OH:87])[C@H:54]1[OH:53]. The yield is 0.660.